Dataset: Forward reaction prediction with 1.9M reactions from USPTO patents (1976-2016). Task: Predict the product of the given reaction. (1) Given the reactants [H-].[Na+].[F:3][C:4]([F:8])([F:7])[CH2:5][OH:6].Cl[C:10]1[N:15]=[N:14][C:13]([C:16]([O:18][CH3:19])=[O:17])=[CH:12][CH:11]=1.O, predict the reaction product. The product is: [F:3][C:4]([F:8])([F:7])[CH2:5][O:6][C:10]1[N:15]=[N:14][C:13]([C:16]([O:18][CH3:19])=[O:17])=[CH:12][CH:11]=1. (2) Given the reactants [C:1]([O:5][C:6]([NH:8][CH2:9][CH2:10][CH2:11][C:12]([O:14]CC)=O)=[O:7])([CH3:4])([CH3:3])[CH3:2].O.[NH2:18][NH2:19], predict the reaction product. The product is: [NH:18]([C:12](=[O:14])[CH2:11][CH2:10][CH2:9][NH:8][C:6](=[O:7])[O:5][C:1]([CH3:4])([CH3:3])[CH3:2])[NH2:19]. (3) The product is: [CH2:41]([C:40]1[C:35]([C:31]2[CH:30]=[C:29]([C:27]3[CH2:26][C:25](=[O:44])[NH:24][C:9]4[CH:10]=[C:11]([C:20]([F:23])([F:22])[F:21])[C:12]([O:47][CH2:46][C:48]([F:51])([F:50])[F:49])=[CH:13][C:8]=4[N:7]=3)[CH:34]=[CH:33][CH:32]=2)=[CH:36][C:37]([CH3:43])=[N:38][CH:39]=1)[CH3:42]. Given the reactants C(OC(=O)[NH:7][C:8]1[CH:13]=[C:12](OCC(F)(F)F)[C:11]([C:20]([F:23])([F:22])[F:21])=[CH:10][C:9]=1[NH:24][C:25](=[O:44])[CH2:26][C:27]([C:29]1[CH:34]=[CH:33][CH:32]=[C:31]([C:35]2[C:40]([CH2:41][CH3:42])=[CH:39][N:38]=[C:37]([CH3:43])[CH:36]=2)[CH:30]=1)=O)(C)(C)C.[C:46](O)([C:48]([F:51])([F:50])[F:49])=[O:47], predict the reaction product. (4) The product is: [NH2:1][C:2]1[C:7]([Br:15])=[CH:6][C:5]([CH2:8][CH2:9][C:10]([O:12][CH3:13])=[O:11])=[C:4]([CH3:14])[CH:3]=1. Given the reactants [NH2:1][C:2]1[CH:7]=[CH:6][C:5]([CH2:8][CH2:9][C:10]([O:12][CH3:13])=[O:11])=[C:4]([CH3:14])[CH:3]=1.[Br:15]N1C(=O)CCC1=O, predict the reaction product. (5) Given the reactants [NH:1]1[CH:5]=[CH:4][CH:3]=[N:2]1.C(=O)([O-])[O-].[Cs+].[Cs+].[Cl:12][C:13]1[CH:14]=[CH:15][C:16](I)=[C:17]([CH:21]=1)[C:18]([OH:20])=[O:19].O, predict the reaction product. The product is: [Cl:12][C:13]1[CH:14]=[CH:15][C:16]([N:1]2[CH:5]=[CH:4][CH:3]=[N:2]2)=[C:17]([CH:21]=1)[C:18]([OH:20])=[O:19].